The task is: Predict the product of the given reaction.. This data is from Forward reaction prediction with 1.9M reactions from USPTO patents (1976-2016). (1) Given the reactants CN(C(ON1N=NC2C=CC=CC1=2)=[N+](C)C)C.F[P-](F)(F)(F)(F)F.[F:25][C:26]1[CH:27]=[C:28]([C:32]2[N:37]=[CH:36][C:35]([C:38]([NH:40][C@H:41]3[CH2:45][CH2:44][C@@H:43]([C:46]([OH:48])=O)[CH2:42]3)=[O:39])=[CH:34][CH:33]=2)[CH:29]=[CH:30][CH:31]=1.C(N(CC)CC)C.[N:56]1(C(O)=O)[CH2:61][CH2:60][NH:59][CH2:58][CH2:57]1, predict the reaction product. The product is: [F:25][C:26]1[CH:27]=[C:28]([C:32]2[CH:33]=[CH:34][C:35]([C:38]([NH:40][C@H:41]3[CH2:45][CH2:44][C@@H:43]([C:46]([N:56]4[CH2:61][CH2:60][NH:59][CH2:58][CH2:57]4)=[O:48])[CH2:42]3)=[O:39])=[CH:36][N:37]=2)[CH:29]=[CH:30][CH:31]=1. (2) Given the reactants [Br:1][C:2]1[CH:7]=[N:6][C:5](Br)=[CH:4][N:3]=1.O.[NH2:10][NH2:11], predict the reaction product. The product is: [Br:1][C:2]1[CH:7]=[N:6][C:5]([NH:10][NH2:11])=[CH:4][N:3]=1. (3) Given the reactants [CH:1]1([N:4]([CH2:39][C:40]2[CH:45]=[C:44]([CH2:46][CH2:47][CH2:48][O:49][CH3:50])[CH:43]=[C:42]([O:51][CH2:52][CH2:53][C:54]([CH3:60])([CH3:59])[C:55]([O:57]C)=[O:56])[CH:41]=2)[C:5]([C@@H:7]2[C@@H:12]([C:13]3[CH:18]=[CH:17][C:16]([O:19][CH2:20][CH2:21][O:22][C:23]4[C:28]([Cl:29])=[CH:27][C:26]([CH3:30])=[CH:25][C:24]=4[Cl:31])=[CH:15][CH:14]=3)[CH2:11][CH2:10][N:9]([C:32]([O:34][C:35]([CH3:38])([CH3:37])[CH3:36])=[O:33])[CH2:8]2)=[O:6])[CH2:3][CH2:2]1.[OH-].[Na+], predict the reaction product. The product is: [C:35]([O:34][C:32]([N:9]1[CH2:10][CH2:11][C@H:12]([C:13]2[CH:18]=[CH:17][C:16]([O:19][CH2:20][CH2:21][O:22][C:23]3[C:24]([Cl:31])=[CH:25][C:26]([CH3:30])=[CH:27][C:28]=3[Cl:29])=[CH:15][CH:14]=2)[C@@H:7]([C:5]([N:4]([CH2:39][C:40]2[CH:41]=[C:42]([CH:43]=[C:44]([CH2:46][CH2:47][CH2:48][O:49][CH3:50])[CH:45]=2)[O:51][CH2:52][CH2:53][C:54]([CH3:59])([CH3:60])[C:55]([OH:57])=[O:56])[CH:1]2[CH2:3][CH2:2]2)=[O:6])[CH2:8]1)=[O:33])([CH3:38])([CH3:37])[CH3:36]. (4) Given the reactants C(OC([N:8]1[CH2:13][CH2:12][C:11](=[CH:14][C:15]2[N:19]=[C:18]([C:20]3[CH:25]=[CH:24][CH:23]=[CH:22][CH:21]=3)[O:17][N:16]=2)[CH2:10][CH2:9]1)=O)(C)(C)C.FC(F)(F)C(O)=O, predict the reaction product. The product is: [C:20]1([C:18]2[O:17][N:16]=[C:15]([CH:14]=[C:11]3[CH2:12][CH2:13][NH:8][CH2:9][CH2:10]3)[N:19]=2)[CH:21]=[CH:22][CH:23]=[CH:24][CH:25]=1. (5) Given the reactants [CH3:1][CH:2]1[CH2:5][CH:4]([C:6]([OH:8])=O)[CH2:3]1.C(Cl)(=O)C(Cl)=O.[Cl:15][C:16]1[CH:17]=[C:18]([CH2:33][N:34]2[CH2:39][CH2:38][NH:37][C@@H:36]([CH3:40])[CH2:35]2)[C:19]([CH3:32])=[C:20]([NH:22][C:23](=[O:31])[C:24]2[CH:29]=[CH:28][C:27]([CH3:30])=[N:26][CH:25]=2)[CH:21]=1.CCN(CC)CC, predict the reaction product. The product is: [Cl:15][C:16]1[CH:17]=[C:18]([CH2:33][N:34]2[CH2:39][CH2:38][N:37]([C:6]([C@H:4]3[CH2:3][C@@H:2]([CH3:1])[CH2:5]3)=[O:8])[C@@H:36]([CH3:40])[CH2:35]2)[C:19]([CH3:32])=[C:20]([NH:22][C:23](=[O:31])[C:24]2[CH:29]=[CH:28][C:27]([CH3:30])=[N:26][CH:25]=2)[CH:21]=1.